From a dataset of Reaction yield outcomes from USPTO patents with 853,638 reactions. Predict the reaction yield, written as a fraction of the theoretical maximum amount of product (1.0 means a 100% yield; for example, 0.34 means a 34% yield). (1) The reactants are C[O:2][C:3]([CH:5]1[CH2:10][C:9]([F:14])([CH2:11][CH2:12][CH3:13])CC[N:6]1[C:15](OC(C)(C)C)=O)=[O:4].O.[OH-].[Li+].[CH2:25]1COCC1. The catalyst is O. The product is [F:14][C:9]1([CH2:11][CH2:12][CH2:13][CH3:25])[CH2:15][NH:6][C@H:5]([C:3]([OH:2])=[O:4])[CH2:10]1. The yield is 1.00. (2) The yield is 0.920. The product is [CH2:9]([O:11][C:12]([C@@H:14]1[CH2:18][C:17]([C:19]2[CH:24]=[CH:23][C:22]([CH3:25])=[CH:21][N:20]=2)=[C:16]([CH3:26])[C@H:15]1[O:27][Si:3]([CH2:6][CH3:7])([CH2:4][CH3:5])[CH2:1][CH3:2])=[O:13])[CH3:10]. The catalyst is C(Cl)Cl. The reactants are [CH2:1]([Si:3](Cl)([CH2:6][CH3:7])[CH2:4][CH3:5])[CH3:2].[CH2:9]([O:11][C:12]([C@@H:14]1[CH2:18][C:17]([C:19]2[CH:24]=[CH:23][C:22]([CH3:25])=[CH:21][N:20]=2)=[C:16]([CH3:26])[C@H:15]1[OH:27])=[O:13])[CH3:10].N1C=CN=C1. (3) The reactants are [O:1]([C:8]1[C:17]([N:18](C2C=CC=CC=2)[C:19](=[O:21])[O-])=[N:16][C:15]2[C:10](=[CH:11][CH:12]=[CH:13][CH:14]=2)[N:9]=1)[C:2]1[CH:7]=[CH:6][CH:5]=[CH:4][CH:3]=1.[C:28]1([CH:34]([C:41]2[CH:46]=[CH:45][CH:44]=[CH:43][CH:42]=2)[N:35]2[CH2:40][CH2:39][NH:38][CH2:37][CH2:36]2)[CH:33]=[CH:32][CH:31]=[CH:30][CH:29]=1.C1CCN2C(=NCCC2)CC1.C(OCC)(=O)C. The catalyst is C1COCC1.CO.C(Cl)Cl.CCCCCC. The product is [O:1]([C:8]1[C:17]([NH:18][C:19]([N:38]2[CH2:39][CH2:40][N:35]([CH:34]([C:28]3[CH:33]=[CH:32][CH:31]=[CH:30][CH:29]=3)[C:41]3[CH:46]=[CH:45][CH:44]=[CH:43][CH:42]=3)[CH2:36][CH2:37]2)=[O:21])=[N:16][C:15]2[C:10](=[CH:11][CH:12]=[CH:13][CH:14]=2)[N:9]=1)[C:2]1[CH:7]=[CH:6][CH:5]=[CH:4][CH:3]=1. The yield is 0.724. (4) The reactants are [S:1]1[CH:5]=[C:4]([C@H:6]([NH:18][C:19]2[CH:24]=[CH:23][CH:22]=[CH:21][CH:20]=2)[C:7]([O:9][C@@H:10]2[CH:15]3[CH2:16][CH2:17][N:12]([CH2:13][CH2:14]3)[CH2:11]2)=[O:8])[C:3]2[CH:25]=[CH:26][CH:27]=[CH:28][C:2]1=2.[Cl:29][CH2:30][C:31]([C:33]1[CH:38]=[CH:37][CH:36]=[CH:35][CH:34]=1)=[O:32]. The catalyst is CC#N. The product is [Cl-:29].[S:1]1[CH:5]=[C:4]([C@H:6]([NH:18][C:19]2[CH:24]=[CH:23][CH:22]=[CH:21][CH:20]=2)[C:7]([O:9][C@@H:10]2[CH:15]3[CH2:16][CH2:17][N+:12]([CH2:30][C:31](=[O:32])[C:33]4[CH:38]=[CH:37][CH:36]=[CH:35][CH:34]=4)([CH2:13][CH2:14]3)[CH2:11]2)=[O:8])[C:3]2[CH:25]=[CH:26][CH:27]=[CH:28][C:2]1=2. The yield is 0.318. (5) The catalyst is C1COCC1. The reactants are [C:1]([O:5][C:6]([NH:8][CH:9]1[CH2:13][CH:12]([C:14]([OH:16])=O)[CH:11]=[CH:10]1)=[O:7])([CH3:4])(C)C.B.[CH2:18]1COC[CH2:19]1. The yield is 0.690. The product is [OH:16][CH2:14][CH:12]1[CH2:13][CH:9]([NH:8][C:6]([O:5][CH2:1][CH2:4][CH2:18][CH3:19])=[O:7])[CH:10]=[CH:11]1. (6) The reactants are [CH2:1]([S:3][CH2:4][CH2:5][O:6][C:7]1[CH:12]=[C:11]([CH3:13])[C:10]([C:14]2[CH:19]=[CH:18][CH:17]=[C:16]([CH2:20][O:21][C:22]3[CH:34]=[CH:33][C:25]4[C@H:26]([CH2:29][C:30]([OH:32])=[O:31])[CH2:27][O:28][C:24]=4[CH:23]=3)[CH:15]=2)=[C:9]([CH3:35])[CH:8]=1)[CH3:2].S(O[O-])([O-])(=O)=[O:37].[K+].[K+].[OH2:44]. The catalyst is CO. The product is [CH2:1]([S:3]([CH2:4][CH2:5][O:6][C:7]1[CH:8]=[C:9]([CH3:35])[C:10]([C:14]2[CH:19]=[CH:18][CH:17]=[C:16]([CH2:20][O:21][C:22]3[CH:34]=[CH:33][C:25]4[C@H:26]([CH2:29][C:30]([OH:32])=[O:31])[CH2:27][O:28][C:24]=4[CH:23]=3)[CH:15]=2)=[C:11]([CH3:13])[CH:12]=1)(=[O:37])=[O:44])[CH3:2]. The yield is 0.730. (7) The reactants are [Cl:1][C:2]1[CH:3]=[C:4]2[C:9](=[C:10]([Cl:12])[CH:11]=1)[CH:8]=[N:7][C:6]([NH2:13])=[CH:5]2.[C:14](N1C=CC=CC1=O)(N1C=CC=CC1=O)=[S:15]. The catalyst is ClCCl. The product is [Cl:1][C:2]1[CH:3]=[C:4]2[C:9](=[C:10]([Cl:12])[CH:11]=1)[CH:8]=[N:7][C:6]([N:13]=[C:14]=[S:15])=[CH:5]2. The yield is 0.619. (8) The reactants are B(Br)(Br)Br.C[O:6][C:7]1[CH:8]=[C:9]([F:15])[CH:10]=[C:11]([O:13][CH3:14])[CH:12]=1. The catalyst is ClCCl. The product is [F:15][C:9]1[CH:8]=[C:7]([OH:6])[CH:12]=[C:11]([O:13][CH3:14])[CH:10]=1. The yield is 0.540.